From a dataset of Catalyst prediction with 721,799 reactions and 888 catalyst types from USPTO. Predict which catalyst facilitates the given reaction. (1) Reactant: [CH3:1][C:2]1[C:3]([NH:11][C:12](=[O:17])[C:13]([F:16])([F:15])[F:14])=[C:4]([C:7]([O:9][CH3:10])=[O:8])[S:5][CH:6]=1.C(O)(=O)C.[Br:22]N1C(=O)CCC1=O.O. Product: [Br:22][C:6]1[S:5][C:4]([C:7]([O:9][CH3:10])=[O:8])=[C:3]([NH:11][C:12](=[O:17])[C:13]([F:16])([F:14])[F:15])[C:2]=1[CH3:1]. The catalyst class is: 170. (2) Reactant: C([O:3][C:4]([C:6]1[CH:24]=[CH:23][C:9]2[N:10]([CH3:22])[C:11]([NH:13][C:14]3[C:19]([F:20])=[CH:18][CH:17]=[CH:16][C:15]=3[F:21])=[N:12][C:8]=2[CH:7]=1)=[O:5])C.[OH-].[Na+]. Product: [F:21][C:15]1[CH:16]=[CH:17][CH:18]=[C:19]([F:20])[C:14]=1[NH:13][C:11]1[N:10]([CH3:22])[C:9]2[CH:23]=[CH:24][C:6]([C:4]([OH:5])=[O:3])=[CH:7][C:8]=2[N:12]=1. The catalyst class is: 40. (3) Reactant: [Br:1][C:2]1[CH:3]=[CH:4][C:5]([Cl:21])=[C:6]([CH:8]([C:10]2[S:11][C:12]([C:15]3[CH:20]=[CH:19][CH:18]=[CH:17][N:16]=3)=[CH:13][CH:14]=2)O)[CH:7]=1.[BH4-].[Na+]. Product: [Br:1][C:2]1[CH:3]=[CH:4][C:5]([Cl:21])=[C:6]([CH2:8][C:10]2[S:11][C:12]([C:15]3[CH:20]=[CH:19][CH:18]=[CH:17][N:16]=3)=[CH:13][CH:14]=2)[CH:7]=1. The catalyst class is: 55. (4) Reactant: Cl.[N:2]1([CH2:7][CH2:8][N:9]2[CH:13]=[C:12]([CH:14]3[CH2:19][CH2:18][O:17][CH2:16][CH2:15]3)[N:11]=[C:10]2[CH:20]2[CH2:25][CH2:24][N:23](C(OC(C)(C)C)=O)[CH2:22][CH2:21]2)[CH2:6][CH2:5][CH2:4][CH2:3]1. Product: [O:17]1[CH2:16][CH2:15][CH:14]([C:12]2[N:11]=[C:10]([CH:20]3[CH2:21][CH2:22][NH:23][CH2:24][CH2:25]3)[N:9]([CH2:8][CH2:7][N:2]3[CH2:3][CH2:4][CH2:5][CH2:6]3)[CH:13]=2)[CH2:19][CH2:18]1. The catalyst class is: 32. (5) Product: [I:25][C:4]1[CH:3]=[CH:2][C:1]([C@H:7]2[C@@H:12]([C:13]([O:15][CH2:16][CH3:17])=[O:14])[CH2:11][CH2:10][O:9][CH2:8]2)=[CH:6][CH:5]=1. Reactant: [C:1]1([C@H:7]2[C@@H:12]([C:13]([O:15][CH2:16][CH3:17])=[O:14])[CH2:11][CH2:10][O:9][CH2:8]2)[CH:6]=[CH:5][CH:4]=[CH:3][CH:2]=1.S(=O)(=O)(O)O.II.[I:25]([O-])(=O)=O.[Na+].I([O-])(=O)(=O)=O.[Na+]. The catalyst class is: 15. (6) Reactant: [Cl:1][C:2]1[CH:3]=[CH:4][C:5]2[N:28]3[C:29]([C:32](O)=[O:33])=[CH:30][CH:31]=[C:27]3[C:8]3([CH2:13][CH2:12][N:11]([C:14](=[O:26])[C:15]4[CH:20]=[CH:19][C:18]([O:21][CH:22]([CH3:24])[CH3:23])=[C:17]([CH3:25])[CH:16]=4)[CH2:10][CH2:9]3)[O:7][C:6]=2[CH:35]=1.Cl.CN.C[CH2:40][N:41](CC)CC.CN(C(ON1N=NC2C=CC=NC1=2)=[N+](C)C)C.F[P-](F)(F)(F)(F)F. Product: [Cl:1][C:2]1[CH:3]=[CH:4][C:5]2[N:28]3[C:29]([C:32]([NH:41][CH3:40])=[O:33])=[CH:30][CH:31]=[C:27]3[C:8]3([CH2:13][CH2:12][N:11]([C:14](=[O:26])[C:15]4[CH:20]=[CH:19][C:18]([O:21][CH:22]([CH3:23])[CH3:24])=[C:17]([CH3:25])[CH:16]=4)[CH2:10][CH2:9]3)[O:7][C:6]=2[CH:35]=1. The catalyst class is: 4.